From a dataset of NCI-60 drug combinations with 297,098 pairs across 59 cell lines. Regression. Given two drug SMILES strings and cell line genomic features, predict the synergy score measuring deviation from expected non-interaction effect. (1) Drug 1: C1CCN(CC1)CCOC2=CC=C(C=C2)C(=O)C3=C(SC4=C3C=CC(=C4)O)C5=CC=C(C=C5)O. Drug 2: C1=NC2=C(N=C(N=C2N1C3C(C(C(O3)CO)O)F)Cl)N. Cell line: HL-60(TB). Synergy scores: CSS=49.6, Synergy_ZIP=4.37, Synergy_Bliss=5.47, Synergy_Loewe=-28.6, Synergy_HSA=1.16. (2) Drug 1: CC1=C2C(C(=O)C3(C(CC4C(C3C(C(C2(C)C)(CC1OC(=O)C(C(C5=CC=CC=C5)NC(=O)C6=CC=CC=C6)O)O)OC(=O)C7=CC=CC=C7)(CO4)OC(=O)C)O)C)OC(=O)C. Drug 2: CC1=C(C(=O)C2=C(C1=O)N3CC4C(C3(C2COC(=O)N)OC)N4)N. Cell line: SK-OV-3. Synergy scores: CSS=36.7, Synergy_ZIP=-6.65, Synergy_Bliss=-0.906, Synergy_Loewe=-0.421, Synergy_HSA=2.05. (3) Synergy scores: CSS=-6.91, Synergy_ZIP=5.21, Synergy_Bliss=3.50, Synergy_Loewe=-4.80, Synergy_HSA=-4.07. Drug 1: COC1=C2C(=CC3=C1OC=C3)C=CC(=O)O2. Drug 2: C1CN(P(=O)(OC1)NCCCl)CCCl. Cell line: ACHN. (4) Drug 1: CC1=C(C=C(C=C1)NC2=NC=CC(=N2)N(C)C3=CC4=NN(C(=C4C=C3)C)C)S(=O)(=O)N.Cl. Drug 2: C1CCC(CC1)NC(=O)N(CCCl)N=O. Cell line: SW-620. Synergy scores: CSS=21.1, Synergy_ZIP=2.38, Synergy_Bliss=2.15, Synergy_Loewe=-18.2, Synergy_HSA=-6.42. (5) Drug 1: COC1=CC(=CC(=C1O)OC)C2C3C(COC3=O)C(C4=CC5=C(C=C24)OCO5)OC6C(C(C7C(O6)COC(O7)C8=CC=CS8)O)O. Drug 2: C1=CC(=CC=C1C#N)C(C2=CC=C(C=C2)C#N)N3C=NC=N3. Cell line: OVCAR-4. Synergy scores: CSS=3.38, Synergy_ZIP=-1.88, Synergy_Bliss=-1.42, Synergy_Loewe=-1.96, Synergy_HSA=-1.08.